From a dataset of CYP3A4 inhibition data for predicting drug metabolism from PubChem BioAssay. Regression/Classification. Given a drug SMILES string, predict its absorption, distribution, metabolism, or excretion properties. Task type varies by dataset: regression for continuous measurements (e.g., permeability, clearance, half-life) or binary classification for categorical outcomes (e.g., BBB penetration, CYP inhibition). Dataset: cyp3a4_veith. (1) The drug is CCc1nc(SCC(=O)NNC(=O)C2CCCCC2)c2ccccc2n1. The result is 0 (non-inhibitor). (2) The drug is COc1ccc(-n2c(=O)c(C)nc3cnc(Nc4ccccc4)nc32)cc1. The result is 1 (inhibitor).